Dataset: Full USPTO retrosynthesis dataset with 1.9M reactions from patents (1976-2016). Task: Predict the reactants needed to synthesize the given product. (1) Given the product [CH3:54][C:60]1([CH3:61])[O:46][C@@H:41]2[C@@H:42]([CH2:44][NH:45][CH2:15][CH:13]3[CH2:14][CH:11]([CH2:10][C:8]4[N:7]([CH2:17][O:18][CH2:19][CH2:20][Si:21]([CH3:22])([CH3:23])[CH3:24])[C:6]5[CH:25]=[CH:26][C:3]([C:2]([F:28])([F:1])[F:27])=[CH:4][C:5]=5[N:9]=4)[CH2:12]3)[CH2:43][C@@H:39]([N:36]3[C:32]4[N:33]=[CH:34][N:35]=[C:30]([NH2:29])[C:31]=4[CH:38]=[CH:37]3)[C@@H:40]2[O:47]1, predict the reactants needed to synthesize it. The reactants are: [F:1][C:2]([F:28])([F:27])[C:3]1[CH:26]=[CH:25][C:6]2[N:7]([CH2:17][O:18][CH2:19][CH2:20][Si:21]([CH3:24])([CH3:23])[CH3:22])[C:8]([CH2:10][CH:11]3[CH2:14][CH:13]([CH:15]=O)[CH2:12]3)=[N:9][C:5]=2[CH:4]=1.[NH2:29][C:30]1[C:31]2[CH:38]=[CH:37][N:36]([C@@H:39]3[CH2:43][C@H:42]([CH2:44][NH2:45])[C@@H:41]([OH:46])[C@H:40]3[OH:47])[C:32]=2[N:33]=[CH:34][N:35]=1.[O-]S([O-])(=O)=O.[Mg+2].[C:54]([O-])(O)=O.[Na+].Cl[CH2:60][CH2:61]Cl. (2) Given the product [Si:23]([O:40][CH2:41][C:42]1[NH:45][C:46](=[O:47])[N:48]([CH:49]2[CH2:50][CH2:51][N:52]([C:55]([O:57][C:58]([CH3:61])([CH3:60])[CH3:59])=[O:56])[CH2:53][CH2:54]2)[CH:43]=1)([C:36]([CH3:39])([CH3:37])[CH3:38])([C:11]1[CH:6]=[CH:7][CH:8]=[CH:9][CH:10]=1)[C:30]1[CH:31]=[CH:32][CH:33]=[CH:34][CH:35]=1, predict the reactants needed to synthesize it. The reactants are: CC(OI1(OC(C)=O)(OC(C)=O)OC(=O)[C:11]2[CH:10]=[CH:9][CH:8]=[CH:7][C:6]1=2)=O.[Si:23]([O:40][CH2:41][CH:42]([NH:45][C:46]([NH:48][CH:49]1[CH2:54][CH2:53][N:52]([C:55]([O:57][C:58]([CH3:61])([CH3:60])[CH3:59])=[O:56])[CH2:51][CH2:50]1)=[O:47])[CH2:43]O)([C:36]([CH3:39])([CH3:38])[CH3:37])([C:30]1[CH:35]=[CH:34][CH:33]=[CH:32][CH:31]=1)C1C=CC=CC=1.